Dataset: Forward reaction prediction with 1.9M reactions from USPTO patents (1976-2016). Task: Predict the product of the given reaction. (1) Given the reactants C(OC(=O)[NH:7][C:8]1[CH:13]=[CH:12][CH:11]=[CH:10][C:9]=1[NH:14][C:15](=[O:38])/[CH:16]=[CH:17]/[C:18]1[CH:22]=[CH:21][N:20]([S:23]([C:26]2[CH:31]=[CH:30][C:29]([C:32]3[CH:37]=[CH:36][CH:35]=[CH:34][CH:33]=3)=[CH:28][CH:27]=2)(=[O:25])=[O:24])[CH:19]=1)(C)(C)C.C(O)(C(F)(F)F)=O, predict the reaction product. The product is: [NH2:7][C:8]1[CH:13]=[CH:12][CH:11]=[CH:10][C:9]=1[NH:14][C:15](=[O:38])/[CH:16]=[CH:17]/[C:18]1[CH:22]=[CH:21][N:20]([S:23]([C:26]2[CH:27]=[CH:28][C:29]([C:32]3[CH:37]=[CH:36][CH:35]=[CH:34][CH:33]=3)=[CH:30][CH:31]=2)(=[O:25])=[O:24])[CH:19]=1. (2) Given the reactants BrBr.[Cl:3]Cl.[CH3:5][O:6][C:7](=[O:14])[CH2:8][CH2:9][C:10]([CH2:12]Br)=[O:11], predict the reaction product. The product is: [CH3:5][O:6][C:7](=[O:14])[CH2:8][CH2:9][C:10]([CH2:12][Cl:3])=[O:11]. (3) Given the reactants [NH:1]1[C:9]2[C:4](=[CH:5][CH:6]=[CH:7][CH:8]=2)[C:3]([CH:10]=O)=[CH:2]1.[C:12]([C:15]1[CH:16]=[N:17][CH:18]=[CH:19][CH:20]=1)(=[O:14])[CH3:13].N1CCCCC1.C(Cl)Cl.CO, predict the reaction product. The product is: [NH:1]1[C:9]2[C:4](=[CH:5][CH:6]=[CH:7][CH:8]=2)[C:3](/[CH:10]=[CH:13]/[C:12]([C:15]2[CH:16]=[N:17][CH:18]=[CH:19][CH:20]=2)=[O:14])=[CH:2]1. (4) The product is: [OH:8][C:9]1[C:10](=[O:76])[N:11]([CH3:75])[CH:12]=[CH:13][C:14]=1[C:15]([NH:17][CH2:18][CH2:19][N:20]([CH2:54][CH2:55][NH:56][C:57]([C:59]1[CH:64]=[CH:63][N:62]([CH3:65])[C:61](=[O:66])[C:60]=1[OH:67])=[O:58])[CH2:21][CH:22]([NH:35][C:36]([C:38]1[CH:43]=[CH:42][N:41]([CH3:44])[C:40](=[O:45])[C:39]=1[OH:46])=[O:37])[CH2:23][C:24]1[CH:34]=[CH:33][C:27]([O:28][CH2:29][C:30]([OH:32])=[O:31])=[CH:26][CH:25]=1)=[O:16]. Given the reactants C([O:8][C:9]1[C:10](=[O:76])[N:11]([CH3:75])[CH:12]=[CH:13][C:14]=1[C:15]([NH:17][CH2:18][CH2:19][N:20]([CH2:54][CH2:55][NH:56][C:57]([C:59]1[CH:64]=[CH:63][N:62]([CH3:65])[C:61](=[O:66])[C:60]=1[O:67]CC1C=CC=CC=1)=[O:58])[CH2:21][CH:22]([NH:35][C:36]([C:38]1[CH:43]=[CH:42][N:41]([CH3:44])[C:40](=[O:45])[C:39]=1[O:46]CC1C=CC=CC=1)=[O:37])[CH2:23][C:24]1[CH:34]=[CH:33][C:27]([O:28][CH2:29][C:30]([OH:32])=[O:31])=[CH:26][CH:25]=1)=[O:16])C1C=CC=CC=1.Cl, predict the reaction product. (5) Given the reactants C[C:2]1[C:7]([C:8]([OH:10])=O)=[CH:6][N:5]=[C:4]([N:11]2[CH2:16][C@@H:15]([CH3:17])O[C@@H:13]([CH3:18])[CH2:12]2)[CH:3]=1.Cl.CC1C=[C:28]([N:30]2CCN(C)CC2)C=CC=1C(O)=O.F[C:38]1[CH:47]=CC(C(OC)=O)=C(C)[CH:39]=1.C[N:50]1[CH2:55][CH2:54][NH:53][CH2:52][CH2:51]1.Cl.C[N:58]1[C@H:63]([CH3:64])[CH2:62][NH:61][CH2:60][C@@H:59]1[CH3:65], predict the reaction product. The product is: [NH:58]1[C:63]2[CH:64]=[CH:39][CH:38]=[CH:47][C:62]=2[N:61]=[C:60]1[C:59]1[CH:65]=[C:55]([NH:50][C:8](=[O:10])[C:7]2[CH:2]=[CH:3][C:4]([N:11]3[CH2:12][C@@H:13]([CH3:18])[N:30]([CH3:28])[C@@H:15]([CH3:17])[CH2:16]3)=[N:5][CH:6]=2)[CH:54]=[N:53][C:52]=1[CH3:51]. (6) Given the reactants Br[C:2]1[CH:3]=[C:4]([NH:10][C:11]2[CH:16]=[C:15]([CH3:17])[CH:14]=[C:13]([CH3:18])[N:12]=2)[C:5]([C:8]#[N:9])=[N:6][CH:7]=1.[NH2:19][CH2:20][CH:21]([NH:26][C:27](=[O:33])[O:28][C:29]([CH3:32])([CH3:31])[CH3:30])[C:22]([NH:24][CH3:25])=[O:23].CC1(C)C2C(=C(P(C3C=CC=CC=3)C3C=CC=CC=3)C=CC=2)OC2C(P(C3C=CC=CC=3)C3C=CC=CC=3)=CC=CC1=2.C(=O)([O-])[O-].[Cs+].[Cs+], predict the reaction product. The product is: [C:8]([C:5]1[N:6]=[CH:7][C:2]([NH:19][CH2:20][CH:21]([NH:26][C:27](=[O:33])[O:28][C:29]([CH3:31])([CH3:30])[CH3:32])[C:22]([NH:24][CH3:25])=[O:23])=[CH:3][C:4]=1[NH:10][C:11]1[CH:16]=[C:15]([CH3:17])[CH:14]=[C:13]([CH3:18])[N:12]=1)#[N:9]. (7) Given the reactants [CH3:1][N:2]1[CH2:7][CH2:6][N:5]([C:8]([O:10][C@@H:11]2[N:20]([C:21]3[CH:22]=[CH:23][C:24]([Cl:27])=[CH:25][N:26]=3)[C:18](=[O:19])[C:13]3[N:14]=[CH:15][CH:16]=[N:17][C:12]2=3)=[O:9])[CH2:4][CH2:3]1.[CH3:28][S:29]([OH:32])(=[O:31])=[O:30], predict the reaction product. The product is: [CH3:1][N:2]1[CH2:7][CH2:6][N:5]([C:8]([O:10][C@@H:11]2[N:20]([C:21]3[CH:22]=[CH:23][C:24]([Cl:27])=[CH:25][N:26]=3)[C:18](=[O:19])[C:13]3[N:14]=[CH:15][CH:16]=[N:17][C:12]2=3)=[O:9])[CH2:4][CH2:3]1.[S:29]([O-:32])(=[O:31])(=[O:30])[CH3:28]. (8) Given the reactants [Br:1][C:2]1[CH:7]=[CH:6][C:5]([CH3:8])=[CH:4][C:3]=1[O:9][CH2:10][CH:11](OC)OC, predict the reaction product. The product is: [Br:1][C:2]1[C:3]2[O:9][CH:10]=[CH:11][C:4]=2[C:5]([CH3:8])=[CH:6][CH:7]=1. (9) Given the reactants [CH2:1]([NH:4][C:5]([C:7]1[NH:8][C:9]2[C:14]([C:15]=1[C:16]1[CH:21]=[CH:20][CH:19]=[CH:18][CH:17]=1)=[CH:13][C:12]([NH2:22])=[CH:11][CH:10]=2)=[O:6])[CH2:2][CH3:3].[F:23][C:24]([F:37])([F:36])[O:25][C:26]1[CH:31]=[CH:30][C:29]([S:32](Cl)(=[O:34])=[O:33])=[CH:28][CH:27]=1, predict the reaction product. The product is: [CH2:1]([NH:4][C:5]([C:7]1[NH:8][C:9]2[C:14]([C:15]=1[C:16]1[CH:21]=[CH:20][CH:19]=[CH:18][CH:17]=1)=[CH:13][C:12]([NH:22][S:32]([C:29]1[CH:28]=[CH:27][C:26]([O:25][C:24]([F:23])([F:36])[F:37])=[CH:31][CH:30]=1)(=[O:34])=[O:33])=[CH:11][CH:10]=2)=[O:6])[CH2:2][CH3:3].